Task: Predict the reaction yield, written as a fraction of the theoretical maximum amount of product (1.0 means a 100% yield; for example, 0.34 means a 34% yield).. Dataset: Reaction yield outcomes from USPTO patents with 853,638 reactions The reactants are [CH2:1]([N:8]1[CH2:13][CH2:12][O:11][CH2:10][C@H:9]1[CH2:14]O)[C:2]1[CH:7]=[CH:6][CH:5]=[CH:4][CH:3]=1.S(Cl)([Cl:18])=O. The catalyst is C(Cl)Cl.CN(C=O)C. The product is [CH2:1]([N:8]1[CH2:13][CH2:12][O:11][CH2:10][C@H:9]1[CH2:14][Cl:18])[C:2]1[CH:7]=[CH:6][CH:5]=[CH:4][CH:3]=1. The yield is 0.940.